From a dataset of Forward reaction prediction with 1.9M reactions from USPTO patents (1976-2016). Predict the product of the given reaction. (1) Given the reactants [OH:1][CH2:2][C:3]1[N:7]([C:8]2[CH:13]=[CH:12][CH:11]=[CH:10][CH:9]=2)[N:6]=[N:5][C:4]=1[C:14]([N:16]([CH2:34][CH:35]([CH3:37])[CH3:36])[C@@H:17]1[CH2:22][N:21]([C:23]([O:25][C:26]([CH3:29])([CH3:28])[CH3:27])=[O:24])[CH2:20][C@H:19]([C:30]([O:32]C)=[O:31])[CH2:18]1)=[O:15].[Cl-].[NH4+].Cl, predict the reaction product. The product is: [C:26]([O:25][C:23]([N:21]1[CH2:22][C@@H:17]([N:16]([C:14]([C:4]2[N:5]=[N:6][N:7]([C:8]3[CH:13]=[CH:12][CH:11]=[CH:10][CH:9]=3)[C:3]=2[CH2:2][OH:1])=[O:15])[CH2:34][CH:35]([CH3:37])[CH3:36])[CH2:18][C@@H:19]([C:30]([OH:32])=[O:31])[CH2:20]1)=[O:24])([CH3:28])([CH3:29])[CH3:27]. (2) Given the reactants [CH3:1][C:2]1([CH3:31])[N:6]([C:7]2[S:8][C:9]3[CH:15]=[C:14]([CH2:16][N:17]4[C:21]5[CH:22]=[CH:23][C:24]([OH:26])=[CH:25][C:20]=5[N:19]=[CH:18]4)[CH:13]=[CH:12][C:10]=3[N:11]=2)[C@@H:5]2[CH2:27][CH2:28][CH2:29][CH2:30][C@H:4]2[O:3]1.CC1C=CC(S(O[CH:43]2[CH2:46][O:45][CH2:44]2)(=O)=O)=CC=1.C([O-])([O-])=O.[Cs+].[Cs+].[I-].[Na+], predict the reaction product. The product is: [CH3:1][C:2]1([CH3:31])[N:6]([C:7]2[S:8][C:9]3[CH:15]=[C:14]([CH2:16][N:17]4[C:21]5[CH:22]=[CH:23][C:24]([O:26][CH:43]6[CH2:46][O:45][CH2:44]6)=[CH:25][C:20]=5[N:19]=[CH:18]4)[CH:13]=[CH:12][C:10]=3[N:11]=2)[C@@H:5]2[CH2:27][CH2:28][CH2:29][CH2:30][C@H:4]2[O:3]1. (3) Given the reactants [F:1][C:2]1[CH:7]=[CH:6][C:5]([N:8]2[C:16]3[C:11](=[CH:12][C:13]([O:17][C@H:18]([C:22]4[CH:27]=[CH:26][CH:25]=[C:24]([O:28][CH3:29])[CH:23]=4)[C@@H:19]([NH2:21])[CH3:20])=[CH:14][CH:15]=3)[CH:10]=[N:9]2)=[CH:4][CH:3]=1.[CH3:30][N:31]1[C:35]([CH3:36])=[CH:34][C:33]([C:37](O)=[O:38])=[N:32]1, predict the reaction product. The product is: [F:1][C:2]1[CH:3]=[CH:4][C:5]([N:8]2[C:16]3[C:11](=[CH:12][C:13]([O:17][C@H:18]([C:22]4[CH:27]=[CH:26][CH:25]=[C:24]([O:28][CH3:29])[CH:23]=4)[C@@H:19]([NH:21][C:37]([C:33]4[CH:34]=[C:35]([CH3:36])[N:31]([CH3:30])[N:32]=4)=[O:38])[CH3:20])=[CH:14][CH:15]=3)[CH:10]=[N:9]2)=[CH:6][CH:7]=1. (4) Given the reactants [Cl:1][CH2:2][CH2:3][C:4]1[CH:5]=[CH:6][C:7]2[O:12][CH2:11][C:10](=[O:13])[NH:9][C:8]=2[CH:14]=1.[H-].[Na+].IC.[CH2:19]1COC[CH2:20]1, predict the reaction product. The product is: [Cl:1][CH2:2][CH2:3][C:4]1[CH:5]=[CH:6][C:7]2[O:12][CH2:11][C:10](=[O:13])[N:9]([CH2:19][CH3:20])[C:8]=2[CH:14]=1. (5) Given the reactants C(OC([N:8]1[CH2:13][CH2:12][CH:11]([CH2:14][NH:15][C:16]2[C:21]([N+:22]([O-:24])=[O:23])=[CH:20][N:19]=[C:18]([NH:25][CH2:26][C:27]3[C:28]([CH3:41])=[C:29]([C:33]4[CH:38]=[CH:37][CH:36]=[C:35]([CH2:39][NH2:40])[CH:34]=4)[CH:30]=[CH:31][CH:32]=3)[N:17]=2)[CH2:10][CH2:9]1)=O)(C)(C)C.FC(F)(F)C(O)=O, predict the reaction product. The product is: [NH2:40][CH2:39][C:35]1[CH:34]=[C:33]([C:29]2[CH:30]=[CH:31][CH:32]=[C:27]([CH2:26][NH:25][C:18]3[N:17]=[C:16]([NH:15][CH2:14][CH:11]4[CH2:12][CH2:13][NH:8][CH2:9][CH2:10]4)[C:21]([N+:22]([O-:24])=[O:23])=[CH:20][N:19]=3)[C:28]=2[CH3:41])[CH:38]=[CH:37][CH:36]=1.